From a dataset of Catalyst prediction with 721,799 reactions and 888 catalyst types from USPTO. Predict which catalyst facilitates the given reaction. (1) Reactant: [F:1][C:2]([F:12])([F:11])[C:3]1[CH:4]=[C:5]([NH:9][NH2:10])[CH:6]=[CH:7][CH:8]=1.[C:13](OCC)(=[O:20])[CH2:14][C:15](OCC)=[O:16].[O-]CC.[Na+]. Product: [F:1][C:2]([F:11])([F:12])[C:3]1[CH:4]=[C:5]([N:9]2[C:15](=[O:16])[CH2:14][C:13](=[O:20])[NH:10]2)[CH:6]=[CH:7][CH:8]=1. The catalyst class is: 8. (2) Reactant: [Br:1][C:2]1[CH:3]=[N:4][CH:5]=[C:6]([CH:11]=1)[C:7]([O:9]C)=[O:8].[OH-].[Na+].C(O)(=O)C. Product: [Br:1][C:2]1[CH:3]=[N:4][CH:5]=[C:6]([CH:11]=1)[C:7]([OH:9])=[O:8]. The catalyst class is: 1. (3) Reactant: [O:1]=[C:2]1[C:14]2[C:13](OS(C3C=CC(C)=CC=3)(=O)=O)=[N:12][C:11]3[CH:26]=[CH:27][CH:28]=[CH:29][C:10]=3[C:9]=2[C:8]2[CH:7]=[CH:6][N:5]=[CH:4][C:3]1=2.[NH2:30][CH2:31][CH2:32][N:33]([CH3:42])[CH2:34][CH2:35][CH2:36][N:37]([CH2:39][CH2:40][NH2:41])[CH3:38]. Product: [NH2:41][CH2:40][CH2:39][N:37]([CH3:38])[CH2:36][CH2:35][CH2:34][N:33]([CH3:42])[CH2:32][CH2:31][NH:30][C:13]1[C:14]2[C:2](=[O:1])[C:3]3[CH:4]=[N:5][CH:6]=[CH:7][C:8]=3[C:9]=2[C:10]2[CH:29]=[CH:28][CH:27]=[CH:26][C:11]=2[N:12]=1. The catalyst class is: 4. (4) Reactant: C1(O[C:8](=[O:27])[NH:9][C:10]2[S:11][C:12]3[C:18]([CH:19]4[CH2:24][O:23][CH2:22][CH2:21][O:20]4)=[CH:17][CH:16]=[C:15]([O:25][CH3:26])[C:13]=3[N:14]=2)C=CC=CC=1.FC(F)(F)C(O)=O.[CH3:35][O:36][CH2:37][CH:38]1[CH2:43][CH2:42][NH:41][CH2:40][CH2:39]1.C(N(C(C)C)C(C)C)C. Product: [O:20]1[CH2:21][CH2:22][O:23][CH2:24][CH:19]1[C:18]1[C:12]2[S:11][C:10]([NH:9][C:8]([N:41]3[CH2:42][CH2:43][CH:38]([CH2:37][O:36][CH3:35])[CH2:39][CH2:40]3)=[O:27])=[N:14][C:13]=2[C:15]([O:25][CH3:26])=[CH:16][CH:17]=1. The catalyst class is: 22. (5) Reactant: [F:1][C:2]1[CH:7]=[CH:6][C:5]([C:8]2[C:18]([C:19]3[CH:24]=[CH:23][N:22]=[C:21](F)[CH:20]=3)=[C:11]3[CH:12]=[CH:13][CH:14]=[C:15]([O:16][CH3:17])[N:10]3[N:9]=2)=[CH:4][CH:3]=1.[CH2:26]([NH2:30])[CH2:27][CH2:28][CH3:29]. Product: [CH2:26]([NH:30][C:21]1[CH:20]=[C:19]([C:18]2[C:8]([C:5]3[CH:4]=[CH:3][C:2]([F:1])=[CH:7][CH:6]=3)=[N:9][N:10]3[C:15]([O:16][CH3:17])=[CH:14][CH:13]=[CH:12][C:11]=23)[CH:24]=[CH:23][N:22]=1)[CH2:27][CH2:28][CH3:29]. The catalyst class is: 13. (6) Reactant: [CH3:1][O:2][C:3]1[N:8]=[CH:7][C:6]([NH2:9])=[CH:5][CH:4]=1.C([O-])(=O)C.[Na+].[Br:15]Br.[OH-].[Na+]. Product: [Br:15][C:7]1[C:6]([NH2:9])=[CH:5][CH:4]=[C:3]([O:2][CH3:1])[N:8]=1. The catalyst class is: 15. (7) Reactant: [S:1]1[C:5]2[CH:6]=[CH:7][C:8]([CH:10]=[O:11])=[CH:9][C:4]=2[CH2:3][CH2:2]1.S1C2C(C=O)=CC=CC=2CC1.[BH4-].[Na+].Cl. Product: [S:1]1[C:5]2[CH:6]=[CH:7][C:8]([CH2:10][OH:11])=[CH:9][C:4]=2[CH2:3][CH2:2]1. The catalyst class is: 20. (8) Reactant: CN(C)C=O.[F:6][C:7]1[CH:12]=[CH:11][C:10]([OH:13])=[CH:9][CH:8]=1.[H-].[Na+].[Br:16][C:17]1[CH:18]=[C:19]([N+]([O-])=O)[C:20]([C:23]#[N:24])=[N:21][CH:22]=1. Product: [Br:16][C:17]1[CH:18]=[C:19]([O:13][C:10]2[CH:11]=[CH:12][C:7]([F:6])=[CH:8][CH:9]=2)[C:20]([C:23]#[N:24])=[N:21][CH:22]=1. The catalyst class is: 280. (9) Reactant: Br[C:2]1[N:10]=[CH:9][N:8]=[C:7]2[C:3]=1[N:4]=[CH:5][NH:6]2.[Cl:11][C:12]1[CH:20]=[C:19]([CH:21]([NH2:23])[CH3:22])[C:18]([C:24]2[CH:29]=[C:28]([F:30])[CH:27]=[C:26]([F:31])[CH:25]=2)=[C:17]2[C:13]=1[CH:14]=[N:15][N:16]2[CH3:32].C(N(CC)C(C)C)(C)C. Product: [Cl:11][C:12]1[CH:20]=[C:19]([CH:21]([NH:23][C:2]2[N:10]=[CH:9][N:8]=[C:7]3[C:3]=2[N:4]=[CH:5][NH:6]3)[CH3:22])[C:18]([C:24]2[CH:29]=[C:28]([F:30])[CH:27]=[C:26]([F:31])[CH:25]=2)=[C:17]2[C:13]=1[CH:14]=[N:15][N:16]2[CH3:32]. The catalyst class is: 32.